From a dataset of Catalyst prediction with 721,799 reactions and 888 catalyst types from USPTO. Predict which catalyst facilitates the given reaction. (1) Reactant: [CH3:1][O:2][C:3](=[O:16])[CH2:4][C:5]1[CH:9]=[CH:8][S:7][C:6]=1[C:10]1[CH:15]=[CH:14][CH:13]=[CH:12][CH:11]=1.[Cl:17][C:18]1[CH:26]=[CH:25][C:21]([C:22](Cl)=[O:23])=[CH:20][CH:19]=1.[Al+3].[Cl-].[Cl-].[Cl-]. Product: [CH3:1][O:2][C:3](=[O:16])[CH2:4][C:5]1[CH:9]=[C:8]([C:22](=[O:23])[C:21]2[CH:25]=[CH:26][C:18]([Cl:17])=[CH:19][CH:20]=2)[S:7][C:6]=1[C:10]1[CH:11]=[CH:12][CH:13]=[CH:14][CH:15]=1. The catalyst class is: 2. (2) Reactant: [H-].[Al+3].[Li+].[H-].[H-].[H-].[CH3:7][C:8]1([CH3:18])[C:16]2[C:11](=[CH:12][CH:13]=[CH:14][CH:15]=2)[NH:10][C:9]1=O.S([O-])([O-])(=O)=O.[Na+].[Na+]. Product: [CH3:7][C:8]1([CH3:18])[C:16]2[C:11](=[CH:12][CH:13]=[CH:14][CH:15]=2)[NH:10][CH2:9]1. The catalyst class is: 1. (3) Reactant: [C:1]([C:3]1[C:4]([N:15]2[CH2:20][CH2:19][CH:18]([CH2:21][C:22](O)=[O:23])[CH2:17][CH2:16]2)=[N:5][C:6]([CH3:14])=[C:7]([C:9]([O:11][CH2:12][CH3:13])=[O:10])[CH:8]=1)#[N:2].CCN=C=NCCCN(C)C.C1C=CC2N(O)N=NC=2C=1.[Cl:46][C:47]1[S:51][C:50]([S:52]([NH2:55])(=[O:54])=[O:53])=[CH:49][CH:48]=1.CCN(C(C)C)C(C)C. Product: [Cl:46][C:47]1[S:51][C:50]([S:52]([NH:55][C:22](=[O:23])[CH2:21][CH:18]2[CH2:17][CH2:16][N:15]([C:4]3[C:3]([C:1]#[N:2])=[CH:8][C:7]([C:9]([O:11][CH2:12][CH3:13])=[O:10])=[C:6]([CH3:14])[N:5]=3)[CH2:20][CH2:19]2)(=[O:54])=[O:53])=[CH:49][CH:48]=1. The catalyst class is: 91. (4) Reactant: [OH-].[Na+].[C:3]([O:7][C:8]([N:10]([C:19]1[CH:24]=[CH:23][CH:22]=[CH:21][N:20]=1)[CH2:11][CH2:12][CH2:13][CH2:14][C:15]([O:17]C)=[O:16])=[O:9])([CH3:6])([CH3:5])[CH3:4].Cl. Product: [C:3]([O:7][C:8]([N:10]([C:19]1[CH:24]=[CH:23][CH:22]=[CH:21][N:20]=1)[CH2:11][CH2:12][CH2:13][CH2:14][C:15]([OH:17])=[O:16])=[O:9])([CH3:6])([CH3:4])[CH3:5]. The catalyst class is: 72. (5) Reactant: [C:1]([OH:6])(=O)[CH2:2][CH2:3][CH3:4].CN(C(ON1N=NC2C=CC=NC1=2)=[N+](C)C)C.F[P-](F)(F)(F)(F)F.C(N(CC)CC)C.Cl.[Cl:39][C:40]1[CH:41]=[C:42]([C:48]2([C:64]([F:67])([F:66])[F:65])[O:52][N:51]=[C:50]([C:53]3[CH:58]=[CH:57][C:56]([C:59]4([F:63])[CH2:62][NH:61][CH2:60]4)=[CH:55][CH:54]=3)[CH2:49]2)[CH:43]=[C:44]([Cl:47])[C:45]=1[F:46]. Product: [Cl:39][C:40]1[CH:41]=[C:42]([C:48]2([C:64]([F:65])([F:66])[F:67])[O:52][N:51]=[C:50]([C:53]3[CH:58]=[CH:57][C:56]([C:59]4([F:63])[CH2:62][N:61]([C:1](=[O:6])[CH2:2][CH2:3][CH3:4])[CH2:60]4)=[CH:55][CH:54]=3)[CH2:49]2)[CH:43]=[C:44]([Cl:47])[C:45]=1[F:46]. The catalyst class is: 3. (6) Reactant: [Cl:1][C:2]1[CH:11]=[C:10]2[C:5]([C:6]([N:12]3[CH2:17][CH2:16][NH:15][CH2:14][CH2:13]3)=[CH:7][CH:8]=[N:9]2)=[CH:4][CH:3]=1.[F:18][C:19]1[CH:20]=[C:21]([N:26]=[C:27]=[O:28])[CH:22]=[CH:23][C:24]=1[F:25].CCCCCC.CCOC(C)=O. Product: [Cl:1][C:2]1[CH:11]=[C:10]2[C:5]([C:6]([N:12]3[CH2:17][CH2:16][N:15]([C:27]([NH:26][C:21]4[CH:22]=[CH:23][C:24]([F:25])=[C:19]([F:18])[CH:20]=4)=[O:28])[CH2:14][CH2:13]3)=[CH:7][CH:8]=[N:9]2)=[CH:4][CH:3]=1. The catalyst class is: 1. (7) Reactant: Br[C:2]1[C:3]([C@@H:15]([N:17]2[C:25](=[O:26])[C:24]3[C:19](=[CH:20][CH:21]=[CH:22][CH:23]=3)[C:18]2=[O:27])[CH3:16])=[N:4][C:5]2[C:10]([C:11]=1[O:12][CH3:13])=[CH:9][C:8]([F:14])=[CH:7][CH:6]=2.[N:28]1[CH:33]=[CH:32][CH:31]=[C:30](B(O)O)[CH:29]=1.C(=O)([O-])[O-].[K+].[K+].N#N. Product: [F:14][C:8]1[CH:9]=[C:10]2[C:5](=[CH:6][CH:7]=1)[N:4]=[C:3]([C@@H:15]([N:17]1[C:25](=[O:26])[C:24]3[C:19](=[CH:20][CH:21]=[CH:22][CH:23]=3)[C:18]1=[O:27])[CH3:16])[C:2]([C:30]1[CH:29]=[N:28][CH:33]=[CH:32][CH:31]=1)=[C:11]2[O:12][CH3:13]. The catalyst class is: 104. (8) Reactant: C(O)C.[C:4]([NH:7][C@H:8]([C@H:14]([OH:30])[CH2:15][CH2:16][CH2:17][CH2:18][CH2:19][CH2:20][CH2:21][CH2:22][CH2:23][CH2:24][CH2:25][CH2:26][CH2:27][CH2:28][CH3:29])[C:9](OCC)=[O:10])(=[O:6])[CH3:5].[BH4-].[Na+].C(OCC)(=O)C. Product: [C:4]([NH:7][C@H:8]([C@H:14]([OH:30])[CH2:15][CH2:16][CH2:17][CH2:18][CH2:19][CH2:20][CH2:21][CH2:22][CH2:23][CH2:24][CH2:25][CH2:26][CH2:27][CH2:28][CH3:29])[CH2:9][OH:10])(=[O:6])[CH3:5]. The catalyst class is: 6.